From a dataset of NCI-60 drug combinations with 297,098 pairs across 59 cell lines. Regression. Given two drug SMILES strings and cell line genomic features, predict the synergy score measuring deviation from expected non-interaction effect. (1) Drug 1: C1=NC2=C(N1)C(=S)N=CN2. Drug 2: CS(=O)(=O)OCCCCOS(=O)(=O)C. Cell line: NCI/ADR-RES. Synergy scores: CSS=44.0, Synergy_ZIP=-1.37, Synergy_Bliss=0.598, Synergy_Loewe=-53.6, Synergy_HSA=0.593. (2) Drug 1: C1=C(C(=O)NC(=O)N1)F. Drug 2: C1CN(P(=O)(OC1)NCCCl)CCCl. Cell line: SK-OV-3. Synergy scores: CSS=25.5, Synergy_ZIP=5.30, Synergy_Bliss=7.75, Synergy_Loewe=-1.28, Synergy_HSA=6.97. (3) Drug 1: C1=CC(=CC=C1CCCC(=O)O)N(CCCl)CCCl. Drug 2: CC(C)NC(=O)C1=CC=C(C=C1)CNNC.Cl. Cell line: NCIH23. Synergy scores: CSS=47.9, Synergy_ZIP=-2.76, Synergy_Bliss=-7.62, Synergy_Loewe=-12.5, Synergy_HSA=-7.35. (4) Drug 1: CC1=C(C=C(C=C1)NC2=NC=CC(=N2)N(C)C3=CC4=NN(C(=C4C=C3)C)C)S(=O)(=O)N.Cl. Drug 2: CCCS(=O)(=O)NC1=C(C(=C(C=C1)F)C(=O)C2=CNC3=C2C=C(C=N3)C4=CC=C(C=C4)Cl)F. Cell line: SK-MEL-5. Synergy scores: CSS=35.5, Synergy_ZIP=7.59, Synergy_Bliss=8.16, Synergy_Loewe=-15.0, Synergy_HSA=6.35.